Dataset: Full USPTO retrosynthesis dataset with 1.9M reactions from patents (1976-2016). Task: Predict the reactants needed to synthesize the given product. (1) Given the product [Cl:8][C:6]1[CH:5]=[C:4]([C:9]2[N:14]=[C:13]([O:15][CH2:24][C:23]3[CH:26]=[CH:27][C:20]([F:19])=[CH:21][CH:22]=3)[CH:12]=[C:11]([CH:16]([CH3:18])[CH3:17])[N:10]=2)[CH:3]=[C:2]([Cl:1])[CH:7]=1, predict the reactants needed to synthesize it. The reactants are: [Cl:1][C:2]1[CH:3]=[C:4]([C:9]2[N:14]=[C:13]([OH:15])[CH:12]=[C:11]([CH:16]([CH3:18])[CH3:17])[N:10]=2)[CH:5]=[C:6]([Cl:8])[CH:7]=1.[F:19][C:20]1[CH:27]=[CH:26][C:23]([CH2:24]Br)=[CH:22][CH:21]=1. (2) Given the product [OH:7][CH2:6][C@H:5]([NH:4][C:1](=[O:3])[CH3:2])[CH2:11][C:12]1[CH:17]=[CH:16][CH:15]=[C:14]([N+:18]([O-:20])=[O:19])[CH:13]=1, predict the reactants needed to synthesize it. The reactants are: [C:1]([NH:4][C@H:5]([CH2:11][C:12]1[CH:17]=[CH:16][CH:15]=[C:14]([N+:18]([O-:20])=[O:19])[CH:13]=1)[C:6](OCC)=[O:7])(=[O:3])[CH3:2].[BH4-].[Na+]. (3) Given the product [CH2:20]([NH:24][C:17]([C:15]1[CH:14]=[CH:13][C:5]2[S:6][C:7]3[CH:12]=[CH:11][CH:10]=[CH:9][C:8]=3[C:2]([Cl:1])=[N:3][C:4]=2[CH:16]=1)=[O:18])[CH:21]([CH3:23])[CH3:22], predict the reactants needed to synthesize it. The reactants are: [Cl:1][C:2]1[C:8]2[CH:9]=[CH:10][CH:11]=[CH:12][C:7]=2[S:6][C:5]2[CH:13]=[CH:14][C:15]([C:17](Cl)=[O:18])=[CH:16][C:4]=2[N:3]=1.[CH2:20]([NH2:24])[CH:21]([CH3:23])[CH3:22]. (4) Given the product [CH3:21][O:20][C:17]1[CH:18]=[C:19]2[C:14]([N:13]=[CH:12][C:11](=[O:22])[N:10]2[CH2:9][CH2:8][N:5]2[CH2:4][CH2:3][CH:2]([NH:1][CH2:34][C:31]3[CH:32]=[CH:33][C:27]4[S:26][CH2:25][C:24](=[O:23])[NH:29][C:28]=4[CH:30]=3)[CH2:7][CH2:6]2)=[CH:15][CH:16]=1, predict the reactants needed to synthesize it. The reactants are: [NH2:1][CH:2]1[CH2:7][CH2:6][N:5]([CH2:8][CH2:9][N:10]2[C:19]3[C:14](=[CH:15][CH:16]=[C:17]([O:20][CH3:21])[CH:18]=3)[N:13]=[CH:12][C:11]2=[O:22])[CH2:4][CH2:3]1.[O:23]=[C:24]1[NH:29][C:28]2[CH:30]=[C:31]([CH:34]=O)[CH:32]=[CH:33][C:27]=2[S:26][CH2:25]1.C([BH3-])#N.[Na+].C(=O)([O-])O.[Na+]. (5) Given the product [Cl:20][C:21]1[CH:34]=[CH:33][C:24]([CH2:25][NH:26][C:27](=[O:32])[C:28]([CH3:31])([CH3:30])[CH3:29])=[CH:23][C:22]=1[NH:35][C:36]([NH:5][C:4]1[CH:6]=[C:7]([N:10]2[CH2:11][CH2:12][CH:13]([C:16]([F:19])([F:17])[F:18])[CH2:14][CH2:15]2)[CH:8]=[CH:9][C:3]=1[NH:2][CH3:1])=[S:37], predict the reactants needed to synthesize it. The reactants are: [CH3:1][NH:2][C:3]1[CH:9]=[CH:8][C:7]([N:10]2[CH2:15][CH2:14][CH:13]([C:16]([F:19])([F:18])[F:17])[CH2:12][CH2:11]2)=[CH:6][C:4]=1[NH2:5].[Cl:20][C:21]1[CH:34]=[CH:33][C:24]([CH2:25][NH:26][C:27](=[O:32])[C:28]([CH3:31])([CH3:30])[CH3:29])=[CH:23][C:22]=1[N:35]=[C:36]=[S:37]. (6) The reactants are: C(OC([N:8]([C@@H:22]1[CH2:26][CH2:25][N:24]([C:27]([CH:29]2[CH2:34][CH2:33][CH2:32][CH2:31][CH2:30]2)=[O:28])[CH2:23]1)[C:9]1[N:14]=[CH:13][C:12](/[CH:15]=[CH:16]/[C:17]([O:19]CC)=[O:18])=[CH:11][CH:10]=1)=O)(C)(C)C.C1(OC)C=CC=CC=1.FC(F)(F)C(O)=O.C([O-])(O)=O.[Na+]. Given the product [CH:29]1([C:27]([N:24]2[CH2:25][CH2:26][C@@H:22]([NH:8][C:9]3[N:14]=[CH:13][C:12](/[CH:15]=[CH:16]/[C:17]([OH:19])=[O:18])=[CH:11][CH:10]=3)[CH2:23]2)=[O:28])[CH2:30][CH2:31][CH2:32][CH2:33][CH2:34]1, predict the reactants needed to synthesize it. (7) Given the product [Br:19][C:8]1[N:4]2[CH:5]=[CH:6][N:7]=[C:2]([Cl:1])[C:3]2=[N:10][C:9]=1[C:11]1[CH:16]=[CH:15][CH:14]=[C:13]([O:17][CH3:18])[CH:12]=1, predict the reactants needed to synthesize it. The reactants are: [Cl:1][C:2]1[C:3]2[N:4]([CH:8]=[C:9]([C:11]3[CH:16]=[CH:15][CH:14]=[C:13]([O:17][CH3:18])[CH:12]=3)[N:10]=2)[CH:5]=[CH:6][N:7]=1.[Br:19]Br.